This data is from Reaction yield outcomes from USPTO patents with 853,638 reactions. The task is: Predict the reaction yield, written as a fraction of the theoretical maximum amount of product (1.0 means a 100% yield; for example, 0.34 means a 34% yield). (1) The reactants are [F:1][C:2]1[CH:7]=[CH:6][C:5]([NH:8][C:9]([C:11]2([C:14]([NH:16][C:17]3[CH:22]=[CH:21][C:20]([O:23]CC4C=CC=CC=4)=[CH:19][CH:18]=3)=[O:15])[CH2:13][CH2:12]2)=[O:10])=[CH:4][CH:3]=1.C1CC=CCC=1. The catalyst is CCO.[Pd]. The product is [OH:23][C:20]1[CH:21]=[CH:22][C:17]([NH:16][C:14]([C:11]2([C:9]([NH:8][C:5]3[CH:4]=[CH:3][C:2]([F:1])=[CH:7][CH:6]=3)=[O:10])[CH2:13][CH2:12]2)=[O:15])=[CH:18][CH:19]=1. The yield is 0.950. (2) The reactants are [CH3:1][C:2]1[C:7]([C:8]2[N:9]([C:17]3[CH:22]=[CH:21][C:20]([S:23](CC[Si](C)(C)C)(=[O:25])=[O:24])=[CH:19][CH:18]=3)[CH:10]=[C:11]([C:13]([F:16])([F:15])[F:14])[N:12]=2)=[CH:6][CH:5]=[CH:4][N:3]=1.[N+:32](CCCC)(CCCC)(CCCC)CCCC.[F-].C([O-])(=O)C.[Na+].NOS(O)(=O)=O. The catalyst is C1COCC1.O.C(OCC)(=O)C. The product is [CH3:1][C:2]1[C:7]([C:8]2[N:9]([C:17]3[CH:22]=[CH:21][C:20]([S:23]([NH2:32])(=[O:25])=[O:24])=[CH:19][CH:18]=3)[CH:10]=[C:11]([C:13]([F:16])([F:15])[F:14])[N:12]=2)=[CH:6][CH:5]=[CH:4][N:3]=1. The yield is 0.840. (3) The reactants are [NH2:1][C:2]1[CH:6]=CNN=1.CO[C:9](=[O:18])[C:10]1[CH:15]=[CH:14][CH:13]=[CH:12][C:11]=1[CH2:16][CH3:17]. No catalyst specified. The product is [CH2:16]([C:11]1[CH:12]=[CH:13][CH:14]=[CH:15][C:10]=1[C:9](=[O:18])[CH2:6][C:2]#[N:1])[CH3:17]. The yield is 0.920. (4) The reactants are C[O:2][C:3](=[O:21])[CH2:4][CH2:5][CH2:6][CH2:7][C:8]1[O:9][C:10]([C:13]2[CH:18]=[C:17]([Cl:19])[CH:16]=[CH:15][C:14]=2[OH:20])=[CH:11][N:12]=1.[Li+].[OH-].Cl. The catalyst is O1CCOCC1.O. The product is [Cl:19][C:17]1[CH:16]=[CH:15][C:14]([OH:20])=[C:13]([C:10]2[O:9][C:8]([CH2:7][CH2:6][CH2:5][CH2:4][C:3]([OH:21])=[O:2])=[N:12][CH:11]=2)[CH:18]=1. The yield is 0.600. (5) The yield is 0.375. The reactants are [CH:1]1([N:7]2[C:12]([OH:13])=[C:11]([C:14]([NH:16][CH2:17][C:18]([O:20]CC)=[O:19])=[O:15])[C:10](=[O:23])[NH:9][C:8]2=[O:24])[CH2:6][CH2:5][CH2:4][CH2:3][CH2:2]1.C(=O)([O-])[O-].[K+].[K+].[F:31][C:32]([F:42])([F:41])[C:33]1[CH:40]=[CH:39][C:36]([CH2:37]Br)=[CH:35][CH:34]=1.Cl. The catalyst is CC(N(C)C)=O. The product is [CH:1]1([N:7]2[C:12]([OH:13])=[C:11]([C:14]([NH:16][CH2:17][C:18]([OH:20])=[O:19])=[O:15])[C:10](=[O:23])[N:9]([CH2:37][C:36]3[CH:35]=[CH:34][C:33]([C:32]([F:31])([F:41])[F:42])=[CH:40][CH:39]=3)[C:8]2=[O:24])[CH2:6][CH2:5][CH2:4][CH2:3][CH2:2]1. (6) The reactants are [NH2:1][CH2:2][C:3]1[CH:4]=[C:5]([C@:10]([C:19]2[CH:24]=[C:23]([O:25][C:26]([F:31])([F:30])[CH:27]([F:29])[F:28])[CH:22]=[C:21]([F:32])[CH:20]=2)([NH2:18])[CH2:11][C:12]2[CH:17]=[CH:16][CH:15]=[CH:14][CH:13]=2)[CH:6]=[CH:7][C:8]=1[F:9].CCN(C(C)C)C(C)C.[CH3:42][C:43]([O:46][C:47](O[C:47]([O:46][C:43]([CH3:45])([CH3:44])[CH3:42])=[O:48])=[O:48])([CH3:45])[CH3:44].[NH4+].[Cl-]. The catalyst is C(Cl)Cl. The product is [NH2:18][C@:10]([C:5]1[CH:6]=[CH:7][C:8]([F:9])=[C:3]([CH:4]=1)[CH2:2][NH:1][C:47](=[O:48])[O:46][C:43]([CH3:45])([CH3:44])[CH3:42])([C:19]1[CH:24]=[C:23]([O:25][C:26]([F:31])([F:30])[CH:27]([F:29])[F:28])[CH:22]=[C:21]([F:32])[CH:20]=1)[CH2:11][C:12]1[CH:17]=[CH:16][CH:15]=[CH:14][CH:13]=1. The yield is 0.720. (7) The reactants are [CH3:1][CH:2]([OH:4])[CH3:3].[CH2:5](N(CC)CC)C.[N+:12]([C:15]1[CH:20]=[CH:19][C:18]([P:21](Cl)(Cl)=[O:22])=[CH:17][CH:16]=1)([O-:14])=[O:13].CCO[C:28]([CH3:30])=[O:29]. No catalyst specified. The product is [N+:12]([C:15]1[CH:20]=[CH:19][C:18]([P:21](=[O:22])([O:29][CH:28]([CH3:30])[CH3:5])[O:4][CH:2]([CH3:3])[CH3:1])=[CH:17][CH:16]=1)([O-:14])=[O:13]. The yield is 0.250. (8) The reactants are [CH2:1]([O:4][C:5]1([CH3:51])[CH2:10][CH2:9][N:8]([C:11]2[N:16]3[CH:17]=[C:18]([C:20]4[CH:21]=[C:22]([C:26]5[CH:31]=[C:30]([CH3:32])[C:29]([CH3:33])=[CH:28][C:27]=5[O:34][C@H:35]([CH2:37]C=C)[CH3:36])[CH:23]=[CH:24][CH:25]=4)[N:19]=[C:15]3[CH:14]=[C:13]([CH3:40])[C:12]=2[C@H:41]([O:46][C:47]([CH3:50])([CH3:49])[CH3:48])[C:42]([O:44][CH3:45])=[O:43])[CH2:7][CH2:6]1)[CH:2]=[CH2:3].C(O[C@@H](C1C(C)=CC2=NC3=CN2C=1N1CCC(C)(OCC=CC[C@H](C)OC2C=C(F)C=CC=2C2C=C3C=CC=2)CC1)C(OC)=O)(C)(C)C. No catalyst specified. The product is [C:47]([O:46][C@@H:41]([C:12]1[C:13]([CH3:40])=[CH:14][C:15]2=[N:19][C:18]3=[CH:17][N:16]2[C:11]=1[N:8]1[CH2:9][CH2:10][C:5]([CH3:51])([O:4][CH2:1][CH:2]=[CH:3][CH2:36][C@H:35]([CH3:37])[O:34][C:27]2[CH:28]=[C:29]([CH3:33])[C:30]([CH3:32])=[CH:31][C:26]=2[C:22]2[CH:21]=[C:20]3[CH:25]=[CH:24][CH:23]=2)[CH2:6][CH2:7]1)[C:42]([O:44][CH3:45])=[O:43])([CH3:48])([CH3:50])[CH3:49]. The yield is 0.800.